From a dataset of Forward reaction prediction with 1.9M reactions from USPTO patents (1976-2016). Predict the product of the given reaction. (1) Given the reactants Cl[C:2]1[N:10]=[C:9]([Cl:11])[CH:8]=[CH:7][C:3]=1[C:4]([NH2:6])=[O:5].ClC1C=[CH:20][C:16]([C:17](N)=[O:18])=[C:15](OCCC)N=1.[H-].[Na+], predict the reaction product. The product is: [Cl:11][C:9]1[CH:8]=[CH:7][C:3]([C:4]([NH2:6])=[O:5])=[C:2]([O:18][CH2:17][CH:16]([CH3:20])[CH3:15])[N:10]=1. (2) Given the reactants [C:1](OC(=O)C)(=[O:3])[CH3:2].[F:8][C:9]1[CH:14]=[CH:13][CH:12]=[CH:11][C:10]=1[OH:15].[OH-].[Na+], predict the reaction product. The product is: [C:1]([O:15][C:10]1[CH:11]=[CH:12][CH:13]=[CH:14][C:9]=1[F:8])(=[O:3])[CH3:2]. (3) The product is: [Cl:24][C:25]1[CH:26]=[C:27]([NH:28][C:8]([C:6]2[CH:5]=[CH:4][CH:3]=[C:2]([CH3:1])[N:7]=2)=[O:10])[CH:29]=[CH:30][CH:31]=1. Given the reactants [CH3:1][C:2]1[N:7]=[C:6]([C:8]([OH:10])=O)[CH:5]=[CH:4][CH:3]=1.C(Cl)(=O)C(Cl)=O.C(N(CC)CC)C.[Cl:24][C:25]1[CH:26]=[C:27]([CH:29]=[CH:30][CH:31]=1)[NH2:28], predict the reaction product.